Task: Regression. Given a peptide amino acid sequence and an MHC pseudo amino acid sequence, predict their binding affinity value. This is MHC class I binding data.. Dataset: Peptide-MHC class I binding affinity with 185,985 pairs from IEDB/IMGT (1) The peptide sequence is SLICGAALY. The MHC is HLA-A68:02 with pseudo-sequence HLA-A68:02. The binding affinity (normalized) is 0.0847. (2) The peptide sequence is NPALRMKWM. The MHC is HLA-A02:01 with pseudo-sequence HLA-A02:01. The binding affinity (normalized) is 0.0847. (3) The peptide sequence is ISKANWMTY. The MHC is HLA-A02:01 with pseudo-sequence HLA-A02:01. The binding affinity (normalized) is 0.0847. (4) The peptide sequence is RVMVSPLAV. The MHC is HLA-C15:02 with pseudo-sequence HLA-C15:02. The binding affinity (normalized) is 0.808. (5) The peptide sequence is MGMEQTMSV. The MHC is HLA-A25:01 with pseudo-sequence HLA-A25:01. The binding affinity (normalized) is 0.0847. (6) The peptide sequence is AAVEDEEFW. The MHC is HLA-B58:01 with pseudo-sequence HLA-B58:01. The binding affinity (normalized) is 0.863.